From a dataset of NCI-60 drug combinations with 297,098 pairs across 59 cell lines. Regression. Given two drug SMILES strings and cell line genomic features, predict the synergy score measuring deviation from expected non-interaction effect. (1) Cell line: SNB-19. Drug 1: CC1CCC2CC(C(=CC=CC=CC(CC(C(=O)C(C(C(=CC(C(=O)CC(OC(=O)C3CCCCN3C(=O)C(=O)C1(O2)O)C(C)CC4CCC(C(C4)OC)OCCO)C)C)O)OC)C)C)C)OC. Drug 2: COCCOC1=C(C=C2C(=C1)C(=NC=N2)NC3=CC=CC(=C3)C#C)OCCOC.Cl. Synergy scores: CSS=6.58, Synergy_ZIP=-0.410, Synergy_Bliss=5.39, Synergy_Loewe=1.80, Synergy_HSA=5.42. (2) Drug 1: C1C(C(OC1N2C=C(C(=O)NC2=O)F)CO)O. Drug 2: CS(=O)(=O)CCNCC1=CC=C(O1)C2=CC3=C(C=C2)N=CN=C3NC4=CC(=C(C=C4)OCC5=CC(=CC=C5)F)Cl. Cell line: MDA-MB-435. Synergy scores: CSS=-1.00, Synergy_ZIP=-0.116, Synergy_Bliss=0.428, Synergy_Loewe=-5.73, Synergy_HSA=-2.13. (3) Synergy scores: CSS=63.9, Synergy_ZIP=6.82, Synergy_Bliss=8.18, Synergy_Loewe=-28.3, Synergy_HSA=9.09. Cell line: SF-539. Drug 1: CCCS(=O)(=O)NC1=C(C(=C(C=C1)F)C(=O)C2=CNC3=C2C=C(C=N3)C4=CC=C(C=C4)Cl)F. Drug 2: CCC1(CC2CC(C3=C(CCN(C2)C1)C4=CC=CC=C4N3)(C5=C(C=C6C(=C5)C78CCN9C7C(C=CC9)(C(C(C8N6C)(C(=O)OC)O)OC(=O)C)CC)OC)C(=O)OC)O.OS(=O)(=O)O.